This data is from CYP2C9 inhibition data for predicting drug metabolism from PubChem BioAssay. The task is: Regression/Classification. Given a drug SMILES string, predict its absorption, distribution, metabolism, or excretion properties. Task type varies by dataset: regression for continuous measurements (e.g., permeability, clearance, half-life) or binary classification for categorical outcomes (e.g., BBB penetration, CYP inhibition). Dataset: cyp2c9_veith. (1) The compound is CCc1cc2c(nc1CC)CCN(CC/C(C)=N/O[C@@H](C)CN1CCCCc3nc(C)c(C)cc31)C2. The result is 0 (non-inhibitor). (2) The molecule is Cc1ccc(SCc2ccc(C(=O)NCc3ccncc3)cc2)cc1. The result is 1 (inhibitor). (3) The drug is COc1ccc(C2/C(=C(/O)c3ccccc3)C(=O)C(=O)N2CC(C)O)c(OC)c1. The result is 0 (non-inhibitor). (4) The compound is O=c1c2ccccc2nc(SCc2ccccc2Cl)n1Cc1ccccc1. The result is 1 (inhibitor). (5) The drug is Cc1ccccc1-n1nc2c(c1NC(=O)c1ccc(S(=O)(=O)N(C)C)cc1)CSC2. The result is 1 (inhibitor).